From a dataset of Full USPTO retrosynthesis dataset with 1.9M reactions from patents (1976-2016). Predict the reactants needed to synthesize the given product. The reactants are: [C:1]1([C:7]2[O:11][C:10]([C:12]([O-:14])=O)=[N:9][CH:8]=2)[CH:6]=[CH:5][CH:4]=[CH:3][CH:2]=1.[Li+].CN(C(ON1N=NC2C=CC=CC1=2)=[N+](C)C)C.[B-](F)(F)(F)F.C1C=CC2N(O)N=NC=2C=1.[ClH:48].Cl.[N:50]12[CH2:57][C@@H:54]([CH2:55][CH2:56]1)[NH:53][CH2:52][CH2:51]2.C(N(C(C)C)CC)(C)C.Cl. Given the product [ClH:48].[N:50]12[CH2:57][C@@H:54]([CH2:55][CH2:56]1)[N:53]([C:12]([C:10]1[O:11][C:7]([C:1]3[CH:2]=[CH:3][CH:4]=[CH:5][CH:6]=3)=[CH:8][N:9]=1)=[O:14])[CH2:52][CH2:51]2, predict the reactants needed to synthesize it.